From a dataset of Full USPTO retrosynthesis dataset with 1.9M reactions from patents (1976-2016). Predict the reactants needed to synthesize the given product. (1) Given the product [Cl:34][C:22]1[C:23]([C:25]2[C:33]3[C:28](=[CH:29][CH:30]=[CH:31][CH:32]=3)[NH:27][CH:26]=2)=[N:24][C:19]([NH:46][CH:45]2[CH2:40][CH2:38][N:37]([CH2:36][C:35]3[CH:7]=[CH:6][CH:5]=[C:4]([N+:1]([O-:3])=[O:2])[CH:9]=3)[CH2:41][CH2:43]2)=[N:20][CH:21]=1, predict the reactants needed to synthesize it. The reactants are: [N+:1]([C:4]1[CH:9]=C[C:7](CN2CCC(N)CC2)=[CH:6][CH:5]=1)([O-:3])=[O:2].Cl[C:19]1[N:24]=[C:23]([C:25]2[C:33]3[C:28](=[CH:29][CH:30]=[CH:31][CH:32]=3)[NH:27][CH:26]=2)[C:22]([Cl:34])=[CH:21][N:20]=1.[CH3:35][CH2:36][N:37]([CH:41]([CH3:43])C)[CH:38]([CH3:40])C.O.[CH3:45][N:46]1C(=O)CCC1. (2) Given the product [C:29]1([C:39]([O:1][C@H:2]([C:23]2[CH:24]=[CH:25][CH:26]=[CH:27][CH:28]=2)[CH2:3][CH2:4][N:5]2[CH2:10][CH2:9][CH:8]([C:11]3[CH:16]=[CH:15][CH:14]=[C:13]([NH:17][C:18](=[O:22])[CH:19]([CH3:21])[CH3:20])[CH:12]=3)[CH2:7][CH2:6]2)=[O:40])[C:38]2[C:33](=[CH:34][CH:35]=[CH:36][CH:37]=2)[CH:32]=[CH:31][CH:30]=1, predict the reactants needed to synthesize it. The reactants are: [OH:1][C@H:2]([C:23]1[CH:28]=[CH:27][CH:26]=[CH:25][CH:24]=1)[CH2:3][CH2:4][N:5]1[CH2:10][CH2:9][CH:8]([C:11]2[CH:12]=[C:13]([NH:17][C:18](=[O:22])[CH:19]([CH3:21])[CH3:20])[CH:14]=[CH:15][CH:16]=2)[CH2:7][CH2:6]1.[C:29]1([C:39](Cl)=[O:40])[C:38]2[C:33](=[CH:34][CH:35]=[CH:36][CH:37]=2)[CH:32]=[CH:31][CH:30]=1.C(N(C(C)C)CC)(C)C. (3) Given the product [CH3:29][C:27]([Si:30]([CH3:48])([CH3:47])[O:31][C@@H:32]1[C@@H:36]([CH2:37][O:38][CH2:39][C:40]2[CH:41]=[CH:42][CH:43]=[CH:44][CH:45]=2)[C:35](=[O:46])[CH:34]=[CH:33]1)([CH3:26])[CH3:28], predict the reactants needed to synthesize it. The reactants are: [Cr](O[Cr]([O-])(=O)=O)([O-])(=O)=O.[NH+]1C=CC=CC=1.[NH+]1C=CC=CC=1.C(O)(=O)C.[CH3:26][C:27]([Si:30]([CH3:48])([CH3:47])[O:31][CH:32]1[CH:36]([CH2:37][O:38][CH2:39][C:40]2[CH:45]=[CH:44][CH:43]=[CH:42][CH:41]=2)[CH:35]([OH:46])[CH:34]=[CH:33]1)([CH3:29])[CH3:28].C(OCC)(=O)C. (4) The reactants are: [NH2:1][C:2]1[C:6]2[CH:7]=[N:8][C:9]3[CH:10]=[C:11]([O:17][CH3:18])[C:12]([O:15][CH3:16])=[CH:13][C:14]=3[C:5]=2[S:4](=O)[C:3]=1[C:20]([O:22][CH3:23])=[O:21].[N+:24]([C:27]1[CH:35]=[CH:34][CH:33]=[CH:32][C:28]=1[C:29](Cl)=[O:30])([O-:26])=[O:25].CCN(CC)CC. Given the product [CH3:18][O:17][C:11]1[C:12]([O:15][CH3:16])=[CH:13][C:14]2[C:5]3[S:4][C:3]([C:20]([O:22][CH3:23])=[O:21])=[C:2]([NH:1][C:29](=[O:30])[C:28]4[CH:32]=[CH:33][CH:34]=[CH:35][C:27]=4[N+:24]([O-:26])=[O:25])[C:6]=3[CH:7]=[N:8][C:9]=2[CH:10]=1, predict the reactants needed to synthesize it. (5) Given the product [F:1][C:2]1[CH:25]=[CH:24][C:5]([CH2:6][N:7]2[C:8](=[O:23])[C:9]3[C:18](=[C:17]([OH:21])[C:16]4[N:15]=[CH:14][CH:13]=[N:12][C:11]=4[C:10]=3[O:22][C:33](=[O:34])[O:35][CH2:36][CH3:37])[C:19]2=[O:20])=[CH:4][CH:3]=1, predict the reactants needed to synthesize it. The reactants are: [F:1][C:2]1[CH:25]=[CH:24][C:5]([CH2:6][N:7]2[C:19](=[O:20])[C:18]3[C:9](=[C:10]([OH:22])[C:11]4[N:12]=[CH:13][CH:14]=[N:15][C:16]=4[C:17]=3[OH:21])[C:8]2=[O:23])=[CH:4][CH:3]=1.N1C=CC=CC=1.Cl[C:33]([O:35][CH2:36][CH3:37])=[O:34]. (6) The reactants are: [Br:1][C:2]1[CH:3]=[C:4]([NH:8][C:9]2[C:10]3[C:17]4[CH2:18][CH2:19][CH:20]([C:22]([O:24]CC)=[O:23])[CH2:21][C:16]=4[S:15][C:11]=3[N:12]=[CH:13][N:14]=2)[CH:5]=[CH:6][CH:7]=1.[OH-].[Na+]. Given the product [Br:1][C:2]1[CH:3]=[C:4]([NH:8][C:9]2[C:10]3[C:17]4[CH2:18][CH2:19][CH:20]([C:22]([OH:24])=[O:23])[CH2:21][C:16]=4[S:15][C:11]=3[N:12]=[CH:13][N:14]=2)[CH:5]=[CH:6][CH:7]=1, predict the reactants needed to synthesize it.